This data is from Forward reaction prediction with 1.9M reactions from USPTO patents (1976-2016). The task is: Predict the product of the given reaction. (1) Given the reactants Cl[C:2]1[C:7]([C:8]#[N:9])=[C:6]([NH:10][CH2:11][CH2:12][OH:13])[N:5]=[C:4]([NH:14][CH2:15][CH2:16][OH:17])[N:3]=1.Cl.[F:19][C:20]1[CH:25]=[CH:24][C:23]([C:26]2[CH2:27][CH2:28][NH:29][CH2:30][CH:31]=2)=[CH:22][CH:21]=1.C(N(C(C)C)C(C)C)C, predict the reaction product. The product is: [F:19][C:20]1[CH:25]=[CH:24][C:23]([C:26]2[CH2:31][CH2:30][N:29]([C:2]3[C:7]([C:8]#[N:9])=[C:6]([NH:10][CH2:11][CH2:12][OH:13])[N:5]=[C:4]([NH:14][CH2:15][CH2:16][OH:17])[N:3]=3)[CH2:28][CH:27]=2)=[CH:22][CH:21]=1. (2) The product is: [CH:1]1([O:6][C:7]2[CH:15]=[CH:14][C:10]([C:11]([Cl:19])=[O:12])=[CH:9][N:8]=2)[CH2:5][CH2:4][CH2:3][CH2:2]1. Given the reactants [CH:1]1([O:6][C:7]2[CH:15]=[CH:14][C:10]([C:11](O)=[O:12])=[CH:9][N:8]=2)[CH2:5][CH2:4][CH2:3][CH2:2]1.C(Cl)(=O)C([Cl:19])=O, predict the reaction product. (3) Given the reactants [NH:1]1[CH2:4][CH:3]([CH2:5][O:6][C:7]2[CH:12]=[CH:11][C:10]([C:13]3([C:19]#[N:20])[CH2:18][CH2:17][O:16][CH2:15][CH2:14]3)=[CH:9][CH:8]=2)[CH2:2]1.[C:21]1(=O)[CH2:24][CH2:23][CH2:22]1.C(O)(=O)C.C(O[BH-](OC(=O)C)OC(=O)C)(=O)C.[Na+], predict the reaction product. The product is: [CH:21]1([N:1]2[CH2:4][CH:3]([CH2:5][O:6][C:7]3[CH:8]=[CH:9][C:10]([C:13]4([C:19]#[N:20])[CH2:18][CH2:17][O:16][CH2:15][CH2:14]4)=[CH:11][CH:12]=3)[CH2:2]2)[CH2:24][CH2:23][CH2:22]1. (4) Given the reactants [F:1][C:2]([F:38])([F:37])[C:3]1[CH:4]=[C:5]([CH:30]=[C:31]([C:33]([F:36])([F:35])[F:34])[CH:32]=1)[C:6]([N:8]1[CH2:13][CH2:12][N:11]([CH2:14][C:15]#[C:16][CH2:17]Cl)[CH2:10][C@H:9]1[CH2:19][C:20]1[CH:29]=[CH:28][C:27]2[C:22](=[CH:23][CH:24]=[CH:25][CH:26]=2)[CH:21]=1)=[O:7].[CH3:39][C@H:40]1[O:45][C@@H:44]([CH3:46])[CH2:43][NH:42][CH2:41]1.C(=O)([O-])[O-].[K+].[K+].O, predict the reaction product. The product is: [F:1][C:2]([F:38])([F:37])[C:3]1[CH:4]=[C:5]([CH:30]=[C:31]([C:33]([F:36])([F:35])[F:34])[CH:32]=1)[C:6]([N:8]1[CH2:13][CH2:12][N:11]([CH2:14][C:15]#[C:16][CH2:17][N:42]2[CH2:41][C@@H:40]([CH3:39])[O:45][C@@H:44]([CH3:46])[CH2:43]2)[CH2:10][C@H:9]1[CH2:19][C:20]1[CH:29]=[CH:28][C:27]2[C:22](=[CH:23][CH:24]=[CH:25][CH:26]=2)[CH:21]=1)=[O:7]. (5) Given the reactants [CH2:1]([O:3][C:4]([C:6]1([NH:15][C:16](=[O:26])[C:17]2[CH:22]=[CH:21][CH:20]=[C:19](C#N)[C:18]=2C)[CH2:14][C:13]2[C:8](=[CH:9][CH:10]=[CH:11][CH:12]=2)[CH2:7]1)=[O:5])[CH3:2].CN([CH:30]=[O:31])C.[C:32]([O-])([O-])=O.[K+].[K+].BrC[C:40]#[N:41], predict the reaction product. The product is: [CH2:1]([O:3][C:4]([C:6]1([NH:15][C:16](=[O:26])[C:17]2[CH:22]=[CH:21][CH:20]=[C:19]([CH3:32])[C:18]=2[O:31][CH2:30][C:40]#[N:41])[CH2:14][C:13]2[C:8](=[CH:9][CH:10]=[CH:11][CH:12]=2)[CH2:7]1)=[O:5])[CH3:2]. (6) Given the reactants [NH2:1][CH2:2][CH2:3][N:4]1[CH:8]=[C:7]([C:9]([CH3:12])([CH3:11])[CH3:10])[S:6]/[C:5]/1=[N:13]\[C:14](=[O:24])[C:15]1[CH:20]=[C:19]([Cl:21])[CH:18]=[CH:17][C:16]=1[O:22][CH3:23].[CH3:25][S:26](Cl)(=[O:28])=[O:27].C(N(CC)CC)C, predict the reaction product. The product is: [C:9]([C:7]1[S:6]/[C:5](=[N:13]\[C:14](=[O:24])[C:15]2[CH:20]=[C:19]([Cl:21])[CH:18]=[CH:17][C:16]=2[O:22][CH3:23])/[N:4]([CH2:3][CH2:2][NH:1][S:26]([CH3:25])(=[O:28])=[O:27])[CH:8]=1)([CH3:11])([CH3:12])[CH3:10]. (7) Given the reactants [OH:1][C@@H:2]([C@H:4]1[C:24](=[O:25])[N:6]2[C:7]([C:21]([O-:23])=[O:22])=[C:8]([S:11]/[CH:12]=[CH:13]\[C:14]3[S:18][CH:17]=[N:16][C:15]=3[CH2:19][OH:20])[C@H:9]([CH3:10])[C@H:5]12)[CH3:3].[Na+].[CH:27]1([O:33][C:34]([O:36][CH2:37]I)=[O:35])[CH2:32][CH2:31][CH2:30][CH2:29][CH2:28]1, predict the reaction product. The product is: [OH:1][C@@H:2]([C@H:4]1[C:24](=[O:25])[N:6]2[C:7]([C:21]([O:23][CH2:37][O:36][C:34]([O:33][CH:27]3[CH2:32][CH2:31][CH2:30][CH2:29][CH2:28]3)=[O:35])=[O:22])=[C:8]([S:11]/[CH:12]=[CH:13]\[C:14]3[S:18][CH:17]=[N:16][C:15]=3[CH2:19][OH:20])[C@H:9]([CH3:10])[C@H:5]12)[CH3:3].